Dataset: Reaction yield outcomes from USPTO patents with 853,638 reactions. Task: Predict the reaction yield, written as a fraction of the theoretical maximum amount of product (1.0 means a 100% yield; for example, 0.34 means a 34% yield). The reactants are Br[CH2:2][C:3]1[NH:8][C:7]([C:9]2[S:10][CH:11]=[CH:12][N:13]=2)=[N:6][CH:5]([C:14]2[CH:19]=[CH:18][C:17]([Cl:20])=[CH:16][C:15]=2[Cl:21])[C:4]=1[C:22]([O:24][CH2:25][CH3:26])=[O:23].[NH:27]1[CH2:32][CH2:31][O:30][CH:29]([CH2:33][CH2:34][C:35]([OH:37])=[O:36])[CH2:28]1. No catalyst specified. The product is [Cl:21][C:15]1[CH:16]=[C:17]([Cl:20])[CH:18]=[CH:19][C:14]=1[CH:5]1[N:6]=[C:7]([C:9]2[S:10][CH:11]=[CH:12][N:13]=2)[NH:8][C:3]([CH2:2][N:27]2[CH2:32][CH2:31][O:30][CH:29]([CH2:33][CH2:34][C:35]([OH:37])=[O:36])[CH2:28]2)=[C:4]1[C:22]([O:24][CH2:25][CH3:26])=[O:23]. The yield is 0.450.